This data is from Forward reaction prediction with 1.9M reactions from USPTO patents (1976-2016). The task is: Predict the product of the given reaction. (1) Given the reactants [Cl:1][C:2]1[CH:3]=[C:4]([CH:26]=[CH:27][CH:28]=1)[CH2:5][NH:6][C:7]([C:9]1[CH:25]=[CH:24][C:12]2[S:13][C:14]3[CH:22]=[CH:21][C:20]([F:23])=[CH:19][C:15]=3[C:16](Cl)=[N:17][C:11]=2[CH:10]=1)=[O:8].[Br-].[Cl:30][C:31]1[CH:32]=[C:33]([Zn+])[CH:34]=[CH:35][CH:36]=1, predict the reaction product. The product is: [Cl:1][C:2]1[CH:3]=[C:4]([CH:26]=[CH:27][CH:28]=1)[CH2:5][NH:6][C:7]([C:9]1[CH:25]=[CH:24][C:12]2[S:13][C:14]3[CH:22]=[CH:21][C:20]([F:23])=[CH:19][C:15]=3[C:16]([C:35]3[CH:34]=[CH:33][CH:32]=[C:31]([Cl:30])[CH:36]=3)=[N:17][C:11]=2[CH:10]=1)=[O:8]. (2) Given the reactants C(N(CC)CC)C.[CH:8]([C:10]1[C:18]2[C:13](=[CH:14][CH:15]=[CH:16][C:17]=2[O:19][CH3:20])[N:12](C(OC(C)(C)C)=O)[CH:11]=1)=[O:9].[CH:28](=[N:35][C:36]1[CH:41]=[CH:40][CH:39]=[C:38]([O:42][CH3:43])[CH:37]=1)[C:29]1[CH:34]=[CH:33][CH:32]=[CH:31][CH:30]=1, predict the reaction product. The product is: [CH3:20][O:19][C:17]1[CH:16]=[CH:15][CH:14]=[C:13]2[C:18]=1[C:10]([C:8](=[O:9])[CH:28]([NH:35][C:36]1[CH:41]=[CH:40][CH:39]=[C:38]([O:42][CH3:43])[CH:37]=1)[C:29]1[CH:30]=[CH:31][CH:32]=[CH:33][CH:34]=1)=[CH:11][NH:12]2. (3) Given the reactants [C:1]([O:5][C:6](=[O:36])[NH:7][C:8]1([C:12]2[CH:17]=[CH:16][C:15]([C:18]3[C:27]([C:28]4[CH:33]=[CH:32][CH:31]=[CH:30][CH:29]=4)=[CH:26][C:25]4[C:20](=[CH:21][CH:22]=[N:23][C:24]=4[NH:34][NH2:35])[N:19]=3)=[CH:14][CH:13]=2)[CH2:11][CH2:10][CH2:9]1)([CH3:4])([CH3:3])[CH3:2].[C:37](N1C=CN=C1)(N1C=CN=C1)=[O:38].C(=O)(O)[O-].[Na+].C(OCC)(=O)C, predict the reaction product. The product is: [C:1]([O:5][C:6](=[O:36])[NH:7][C:8]1([C:12]2[CH:13]=[CH:14][C:15]([C:18]3[C:27]([C:28]4[CH:29]=[CH:30][CH:31]=[CH:32][CH:33]=4)=[CH:26][C:25]4[C:24]5=[N:34][N:35]=[C:37]([OH:38])[N:23]5[CH:22]=[CH:21][C:20]=4[N:19]=3)=[CH:16][CH:17]=2)[CH2:11][CH2:10][CH2:9]1)([CH3:4])([CH3:2])[CH3:3].